From a dataset of Forward reaction prediction with 1.9M reactions from USPTO patents (1976-2016). Predict the product of the given reaction. (1) Given the reactants C(OC([NH:8][CH2:9][C:10]([NH:12][C@H:13]([C:18]([O:20][CH3:21])=[O:19])[C@H:14]([CH2:16][CH3:17])[CH3:15])=[O:11])=O)(C)(C)C.[ClH:22], predict the reaction product. The product is: [ClH:22].[NH2:8][CH2:9][C:10]([NH:12][C@H:13]([C:18]([O:20][CH3:21])=[O:19])[C@H:14]([CH2:16][CH3:17])[CH3:15])=[O:11]. (2) Given the reactants [H-].[Na+].[C:3]1([CH:9]([C:15]([O:17][CH2:18][CH3:19])=[O:16])[C:10]([O:12][CH2:13][CH3:14])=[O:11])[CH:8]=[CH:7][CH:6]=[CH:5][CH:4]=1.Br[CH2:21][CH2:22][C:23]([O:25][CH2:26][CH3:27])=[O:24], predict the reaction product. The product is: [CH2:18]([O:17][C:15](=[O:16])[C:9]([C:10]([O:12][CH2:13][CH3:14])=[O:11])([C:3]1[CH:4]=[CH:5][CH:6]=[CH:7][CH:8]=1)[CH2:21][CH2:22][C:23]([O:25][CH2:26][CH3:27])=[O:24])[CH3:19]. (3) Given the reactants C[O:2][C:3](=O)[C:4]1[CH:9]=[CH:8][C:7]([O:10][C:11]2[CH:16]=[CH:15][C:14]([C:17]([F:20])([F:19])[F:18])=[CH:13][N:12]=2)=[C:6]([C:21]#[N:22])[CH:5]=1.O, predict the reaction product. The product is: [OH:2][CH2:3][C:4]1[CH:9]=[CH:8][C:7]([O:10][C:11]2[CH:16]=[CH:15][C:14]([C:17]([F:20])([F:18])[F:19])=[CH:13][N:12]=2)=[C:6]([CH:5]=1)[C:21]#[N:22]. (4) Given the reactants C(OC(=O)[NH:7][CH2:8][C:9](=[O:40])[NH:10][CH2:11][CH2:12][O:13][C:14]1[C:19]([CH3:20])=[CH:18][C:17]([C:21]2[N:25]=[C:24]([C:26]3[CH:31]=[C:30]([CH3:32])[N:29]=[C:28]([N:33]([CH2:36][CH3:37])[CH2:34][CH3:35])[CH:27]=3)[O:23][N:22]=2)=[CH:16][C:15]=1[CH2:38][CH3:39])(C)(C)C.FC(F)(F)C(O)=O, predict the reaction product. The product is: [NH2:7][CH2:8][C:9]([NH:10][CH2:11][CH2:12][O:13][C:14]1[C:19]([CH3:20])=[CH:18][C:17]([C:21]2[N:25]=[C:24]([C:26]3[CH:31]=[C:30]([CH3:32])[N:29]=[C:28]([N:33]([CH2:36][CH3:37])[CH2:34][CH3:35])[CH:27]=3)[O:23][N:22]=2)=[CH:16][C:15]=1[CH2:38][CH3:39])=[O:40].